This data is from Catalyst prediction with 721,799 reactions and 888 catalyst types from USPTO. The task is: Predict which catalyst facilitates the given reaction. The catalyst class is: 92. Reactant: [C:1]([C:5]1[CH:10]=[CH:9][C:8]([C:11]2[C:19]3[C:14](=[CH:15][CH:16]=[CH:17][CH:18]=3)[N:13]([CH2:20][C:21]3[CH:22]=[C:23]([C:27]4[CH:32]=[CH:31][C:30]([C:33]([O:35]C)=[O:34])=[CH:29][CH:28]=4)[CH:24]=[CH:25][CH:26]=3)[C:12]=2[C:37]([O:39]CC)=[O:38])=[CH:7][CH:6]=1)([CH3:4])([CH3:3])[CH3:2].[OH-].[Na+].O. Product: [C:33]([C:30]1[CH:29]=[CH:28][C:27]([C:23]2[CH:24]=[CH:25][CH:26]=[C:21]([CH2:20][N:13]3[C:14]4[C:19](=[CH:18][CH:17]=[CH:16][CH:15]=4)[C:11]([C:8]4[CH:7]=[CH:6][C:5]([C:1]([CH3:4])([CH3:2])[CH3:3])=[CH:10][CH:9]=4)=[C:12]3[C:37]([OH:39])=[O:38])[CH:22]=2)=[CH:32][CH:31]=1)([OH:35])=[O:34].